Dataset: Forward reaction prediction with 1.9M reactions from USPTO patents (1976-2016). Task: Predict the product of the given reaction. (1) Given the reactants Cl[C:2]1[C:7]([CH:8]([F:10])[F:9])=[CH:6][N:5]=[C:4]([CH3:11])[CH:3]=1.[F:12][C:13]([F:24])([F:23])[C:14]1[N:19]=[CH:18][C:17](B(O)O)=[CH:16][N:15]=1.C(=O)([O-])[O-].[K+].[K+], predict the reaction product. The product is: [F:9][CH:8]([F:10])[C:7]1[C:2]([C:17]2[CH:16]=[N:15][C:14]([C:13]([F:24])([F:23])[F:12])=[N:19][CH:18]=2)=[CH:3][C:4]([CH3:11])=[N:5][CH:6]=1. (2) Given the reactants [F:1][C:2]1[CH:7]=[C:6]([C:8]([OH:11])([CH3:10])[CH3:9])[CH:5]=[C:4]([F:12])[C:3]=1[C:13]1[S:17][C:16]([NH:18][C:19]2[CH:24]=[CH:23][C:22](=[O:25])[NH:21][N:20]=2)=[C:15]([C:26]([NH2:28])=[O:27])[CH:14]=1.[C:29]([O-])([O-])=O.[K+].[K+].IC.O, predict the reaction product. The product is: [F:12][C:4]1[CH:5]=[C:6]([C:8]([OH:11])([CH3:10])[CH3:9])[CH:7]=[C:2]([F:1])[C:3]=1[C:13]1[S:17][C:16]([NH:18][C:19]2[CH:24]=[CH:23][C:22](=[O:25])[N:21]([CH3:29])[N:20]=2)=[C:15]([C:26]([NH2:28])=[O:27])[CH:14]=1. (3) Given the reactants [C@@H:1]12[CH2:6][C@@H:5]1[CH2:4][N:3]([CH2:7][CH2:8][CH2:9][O:10][C:11]1[CH:19]=[CH:18][C:14]([C:15]([NH2:17])=[O:16])=[CH:13][CH:12]=1)[CH2:2]2.[ClH:20], predict the reaction product. The product is: [ClH:20].[C@@H:5]12[CH2:6][C@@H:1]1[CH2:2][N:3]([CH2:7][CH2:8][CH2:9][O:10][C:11]1[CH:19]=[CH:18][C:14]([C:15]([NH2:17])=[O:16])=[CH:13][CH:12]=1)[CH2:4]2. (4) Given the reactants [Br:1][C:2]1[CH:14]=[CH:13][C:12]2[C:11]3[C:6](=[CH:7][C:8]([Br:15])=[CH:9][CH:10]=3)[C:5]([CH2:17][CH2:18][CH2:19][CH2:20][NH2:21])([CH3:16])[C:4]=2[CH:3]=1.[C:22]([O:26][C:27](O[C:27]([O:26][C:22]([CH3:25])([CH3:24])[CH3:23])=[O:28])=[O:28])([CH3:25])([CH3:24])[CH3:23], predict the reaction product. The product is: [C:22]([O:26][C:27](=[O:28])[NH:21][CH2:20][CH2:19][CH2:18][CH2:17][C:5]1([CH3:16])[C:4]2[CH:3]=[C:2]([Br:1])[CH:14]=[CH:13][C:12]=2[C:11]2[C:6]1=[CH:7][C:8]([Br:15])=[CH:9][CH:10]=2)([CH3:25])([CH3:24])[CH3:23]. (5) Given the reactants C(N1CCN2CCN(CC(C)C)P1N(CC(C)C)CC2)C(C)C.[N+:24]([CH3:27])([O-:26])=[O:25].[CH2:28]([O:30][C:31](=[O:48])[CH:32]=[C:33]1[CH2:38][CH2:37][CH:36]([CH2:39][NH:40][C:41]([O:43][C:44]([CH3:47])([CH3:46])[CH3:45])=[O:42])[CH2:35][CH2:34]1)[CH3:29], predict the reaction product. The product is: [CH2:28]([O:30][C:31](=[O:48])[CH2:32][C:33]1([CH2:27][N+:24]([O-:26])=[O:25])[CH2:38][CH2:37][CH:36]([CH2:39][NH:40][C:41]([O:43][C:44]([CH3:47])([CH3:46])[CH3:45])=[O:42])[CH2:35][CH2:34]1)[CH3:29]. (6) Given the reactants CC1(C)[O:6][C:5](=[CH:7][C:8]([N:10]([CH2:12][C:13]2[CH:18]=[CH:17][C:16]([F:19])=[CH:15][C:14]=2[S:20]([CH3:22])=[O:21])[CH3:11])=[O:9])[C:4](=[O:23])O1.[CH2:25]=O.[N:27]1([CH2:33][CH2:34][NH2:35])[CH2:32][CH2:31][O:30][CH2:29][CH2:28]1, predict the reaction product. The product is: [F:19][C:16]1[CH:17]=[CH:18][C:13]([CH2:12][N:10]([CH3:11])[C:8]([C:7]2[CH2:25][N:35]([CH2:34][CH2:33][N:27]3[CH2:32][CH2:31][O:30][CH2:29][CH2:28]3)[C:4](=[O:23])[C:5]=2[OH:6])=[O:9])=[C:14]([S:20]([CH3:22])=[O:21])[CH:15]=1. (7) Given the reactants [CH3:1][C:2](=[CH:6][C:7]1[CH:12]=[CH:11][C:10]([N+:13]([O-])=O)=[CH:9][CH:8]=1)[C:3]([OH:5])=[O:4].[H][H], predict the reaction product. The product is: [NH2:13][C:10]1[CH:9]=[CH:8][C:7]([CH2:6][CH:2]([CH3:1])[C:3]([OH:5])=[O:4])=[CH:12][CH:11]=1. (8) Given the reactants Cl.[CH3:2][O:3][C:4](=[O:31])[C@@H:5]([NH:8][C:9]([C:11]1[S:12][C:13]([C:18](=[O:30])[NH:19][CH2:20][C:21]2[CH:29]=[CH:28][CH:27]=[C:26]3[C:22]=2[CH:23]=[N:24][NH:25]3)=[CH:14][C:15]=1[C:16]#[N:17])=[O:10])[CH2:6][NH2:7].C(N(CC)CC)C.CN(C(ON1N=NC2C=CC=CC1=2)=[N+](C)C)C.F[P-](F)(F)(F)(F)F.C1C=CC2N(O)N=NC=2C=1.C[O:74][C:75]1[CH:76]=[C:77]([CH:81]=[C:82]([O:84]C)[CH:83]=1)[C:78](O)=[O:79], predict the reaction product. The product is: [CH3:2][O:3][C:4](=[O:31])[C@@H:5]([NH:8][C:9]([C:11]1[S:12][C:13]([C:18](=[O:30])[NH:19][CH2:20][C:21]2[CH:29]=[CH:28][CH:27]=[C:26]3[C:22]=2[CH:23]=[N:24][NH:25]3)=[CH:14][C:15]=1[C:16]#[N:17])=[O:10])[CH2:6][NH:7][C:78](=[O:79])[C:77]1[CH:76]=[C:75]([OH:74])[CH:83]=[C:82]([OH:84])[CH:81]=1. (9) Given the reactants [CH2:1]([NH:5][CH2:6][CH2:7][CH:8](O)[CH3:9])[CH:2]([CH3:4])[CH3:3].O=S(Cl)[Cl:13], predict the reaction product. The product is: [ClH:13].[CH2:1]([NH:5][CH2:6][CH2:7][CH:8]([Cl:13])[CH3:9])[CH:2]([CH3:4])[CH3:3].